From a dataset of Forward reaction prediction with 1.9M reactions from USPTO patents (1976-2016). Predict the product of the given reaction. (1) Given the reactants C(NC(C)C)(C)C.[Li]CCCC.[CH3:13][O:14][C:15]1[CH:32]=[CH:31][C:30]2[C@@H:29]3[C@H:20]([C:21]4[C@@:25]([CH2:27][CH2:28]3)([CH3:26])[C:24](=[O:33])[CH2:23][CH:22]=4)[C@H:19]([CH3:34])[CH2:18][C:17]=2[CH:16]=1.Cl[Si:36]([CH3:39])([CH3:38])[CH3:37], predict the reaction product. The product is: [CH3:13][O:14][C:15]1[CH:32]=[CH:31][C:30]2[C@@H:29]3[C@H:20]([C:21]4[C@@:25]([CH2:27][CH2:28]3)([CH3:26])[C:24]([O:33][Si:36]([CH3:39])([CH3:38])[CH3:37])=[CH:23][CH:22]=4)[C@H:19]([CH3:34])[CH2:18][C:17]=2[CH:16]=1. (2) Given the reactants [F:1][C:2]1[CH:10]=[C:9]2[C:5]([C:6]([C:11]3[CH:12]=[CH:13][C:14]([NH2:17])=[N:15][CH:16]=3)=[CH:7][NH:8]2)=[CH:4][CH:3]=1.[N:18]1([C:26]([O:28][C:29]([CH3:32])([CH3:31])[CH3:30])=[O:27])[CH2:25][CH2:24][CH2:23][C@H:19]1[C:20](O)=[O:21], predict the reaction product. The product is: [F:1][C:2]1[CH:10]=[C:9]2[C:5]([C:6]([C:11]3[CH:12]=[CH:13][C:14]([NH:17][C:20]([C@@H:19]4[CH2:23][CH2:24][CH2:25][N:18]4[C:26]([O:28][C:29]([CH3:32])([CH3:31])[CH3:30])=[O:27])=[O:21])=[N:15][CH:16]=3)=[CH:7][NH:8]2)=[CH:4][CH:3]=1. (3) Given the reactants [NH2:1][C:2]1[C:11]([N+:12]([O-:14])=[O:13])=[CH:10][CH:9]=[C:8]([O:15][CH3:16])[C:3]=1[C:4]([O:6][CH3:7])=[O:5].[Br:17]Br, predict the reaction product. The product is: [NH2:1][C:2]1[C:11]([N+:12]([O-:14])=[O:13])=[CH:10][C:9]([Br:17])=[C:8]([O:15][CH3:16])[C:3]=1[C:4]([O:6][CH3:7])=[O:5]. (4) Given the reactants O.[NH2:2][NH2:3].O=[C:5]([CH3:12])[CH2:6][C:7](OCC)=[O:8].[CH:13](=O)[C:14]1[CH:19]=[CH:18][CH:17]=[CH:16][CH:15]=1.[C:21](#[N:25])[CH2:22][C:23]#[N:24].N1CCCCC1, predict the reaction product. The product is: [NH2:24][C:23]1[O:8][C:7]2=[N:2][NH:3][C:5]([CH3:12])=[C:6]2[CH:13]([C:14]2[CH:19]=[CH:18][CH:17]=[CH:16][CH:15]=2)[C:22]=1[C:21]#[N:25]. (5) Given the reactants [Cl:1][C:2]1[CH:7]=[CH:6][C:5]([C:8](=[N:10][S@](C(C)(C)C)=O)[CH3:9])=[C:4]([F:17])[CH:3]=1.C([BH-](C(CC)C)C(CC)C)(CC)C.[Li+], predict the reaction product. The product is: [Cl:1][C:2]1[CH:7]=[CH:6][C:5]([C@H:8]([NH2:10])[CH3:9])=[C:4]([F:17])[CH:3]=1. (6) Given the reactants [Cl:1][C:2]1[CH:3]=[C:4]([C:30]2[CH2:31][CH2:32][C:33](=[O:36])[NH:34][N:35]=2)[CH:5]=[CH:6][C:7]=1[O:8][CH2:9][C:10]([N:12]1[CH2:17][CH2:16][CH:15]([NH:18][CH2:19][C@H:20]([OH:29])[CH2:21][O:22][C:23]2[CH:28]=[CH:27][CH:26]=[CH:25][CH:24]=2)[CH2:14][CH2:13]1)=[O:11].[Br:37]C1C=CC(O)=CC=1, predict the reaction product. The product is: [Br:37][C:26]1[CH:25]=[CH:24][C:23]([O:22][CH2:21][C@@H:20]([OH:29])[CH2:19][NH:18][CH:15]2[CH2:14][CH2:13][N:12]([C:10](=[O:11])[CH2:9][O:8][C:7]3[CH:6]=[CH:5][C:4]([C:30]4[CH2:31][CH2:32][C:33](=[O:36])[NH:34][N:35]=4)=[CH:3][C:2]=3[Cl:1])[CH2:17][CH2:16]2)=[CH:28][CH:27]=1. (7) Given the reactants CS(O[CH2:6][CH2:7][O:8][C:9]1[CH:14]=[CH:13][C:12]([C:15]#[C:16][C:17]2[CH:22]=[CH:21][C:20]([C:23]3[CH:28]=[CH:27][C:26]([Cl:29])=[CH:25][CH:24]=3)=[CH:19][N:18]=2)=[CH:11][CH:10]=1)(=O)=O.[CH:30]1([CH2:33][NH2:34])[CH2:32][CH2:31]1, predict the reaction product. The product is: [Cl:29][C:26]1[CH:27]=[CH:28][C:23]([C:20]2[CH:21]=[CH:22][C:17]([C:16]#[C:15][C:12]3[CH:13]=[CH:14][C:9]([O:8][CH2:7][CH2:6][NH:34][CH2:33][CH:30]4[CH2:32][CH2:31]4)=[CH:10][CH:11]=3)=[N:18][CH:19]=2)=[CH:24][CH:25]=1.